Dataset: Forward reaction prediction with 1.9M reactions from USPTO patents (1976-2016). Task: Predict the product of the given reaction. (1) Given the reactants [Cl:1][C:2]1[S:3][C:4]([CH:22]2OCC[O:23]2)=[CH:5][C:6]=1[CH:7]([C:15]1[CH:20]=[CH:19][CH:18]=[C:17]([Cl:21])[CH:16]=1)[NH:8][S:9]([C:11]([CH3:14])([CH3:13])[CH3:12])=[O:10], predict the reaction product. The product is: [Cl:1][C:2]1[S:3][C:4]([CH:22]=[O:23])=[CH:5][C:6]=1[CH:7]([C:15]1[CH:20]=[CH:19][CH:18]=[C:17]([Cl:21])[CH:16]=1)[NH:8][S:9]([C:11]([CH3:14])([CH3:13])[CH3:12])=[O:10]. (2) Given the reactants [CH3:1][C:2]([O:5][C:6]([N:8]1[CH2:13][CH2:12][N:11]([S:14]([NH2:17])(=[O:16])=[O:15])[CH2:10][CH2:9]1)=[O:7])([CH3:4])[CH3:3].C1(P(C2CCCCC2)C2C=CC=CC=2C2C(C(C)C)=CC(C(C)C)=CC=2C(C)C)CCCCC1.C(=O)([O-])[O-].[Cs+].[Cs+].Cl[C:59]1[CH:64]=[C:63]([O:65][CH2:66][C:67]([F:70])([F:69])[F:68])[N:62]=[C:61]([S:71][CH2:72][C:73]2[CH:78]=[CH:77][CH:76]=[C:75]([F:79])[C:74]=2[F:80])[N:60]=1, predict the reaction product. The product is: [CH3:4][C:2]([O:5][C:6]([N:8]1[CH2:13][CH2:12][N:11]([S:14]([NH:17][C:59]2[CH:64]=[C:63]([O:65][CH2:66][C:67]([F:68])([F:70])[F:69])[N:62]=[C:61]([S:71][CH2:72][C:73]3[CH:78]=[CH:77][CH:76]=[C:75]([F:79])[C:74]=3[F:80])[N:60]=2)(=[O:16])=[O:15])[CH2:10][CH2:9]1)=[O:7])([CH3:1])[CH3:3]. (3) Given the reactants Cl[C:2]1[C:3]2[C:10]([C:11]3[CH:16]=[CH:15][C:14]([O:17][C:18]4[CH:23]=[CH:22][CH:21]=[CH:20][CH:19]=4)=[CH:13][CH:12]=3)=[CH:9][N:8]([CH:24]3[CH2:29][CH2:28][N:27](C(OC(C)(C)C)=O)[CH2:26][CH2:25]3)[C:4]=2[N:5]=[CH:6][N:7]=1.[NH3:37], predict the reaction product. The product is: [O:17]([C:14]1[CH:15]=[CH:16][C:11]([C:10]2[C:3]3[C:2]([NH2:37])=[N:7][CH:6]=[N:5][C:4]=3[N:8]([CH:24]3[CH2:29][CH2:28][NH:27][CH2:26][CH2:25]3)[CH:9]=2)=[CH:12][CH:13]=1)[C:18]1[CH:19]=[CH:20][CH:21]=[CH:22][CH:23]=1.